Dataset: Reaction yield outcomes from USPTO patents with 853,638 reactions. Task: Predict the reaction yield, written as a fraction of the theoretical maximum amount of product (1.0 means a 100% yield; for example, 0.34 means a 34% yield). (1) The catalyst is N1C=CC=CC=1.O. The reactants are [Cl:1][C:2]1[CH:3]=[C:4]2[C:12](=[C:13]([NH:15][C:16]([CH:18]3[CH2:23][O:22][C:21]([CH3:25])([CH3:24])[CH2:20][N:19]3[CH2:26][CH:27]([NH2:30])[CH2:28][CH3:29])=[O:17])[CH:14]=1)[NH:11][C:10]1[CH:9]=[N:8][CH:7]=[CH:6][C:5]2=1.[CH3:31][C:32]1[N:40]=[CH:39][CH:38]=[CH:37][C:33]=1[C:34](O)=[O:35].CCN=C=NCCCN(C)C. The product is [Cl:1][C:2]1[CH:3]=[C:4]2[C:12](=[C:13]([NH:15][C:16]([CH:18]3[CH2:23][O:22][C:21]([CH3:24])([CH3:25])[CH2:20][N:19]3[CH2:26][CH:27]([NH:30][C:34]([C:33]3[C:32]([CH3:31])=[N:40][CH:39]=[CH:38][CH:37]=3)=[O:35])[CH2:28][CH3:29])=[O:17])[CH:14]=1)[NH:11][C:10]1[CH:9]=[N:8][CH:7]=[CH:6][C:5]2=1. The yield is 0.710. (2) The reactants are [F:1][C:2]1[C:3]([N:9]=[CH:10][N:11]([CH3:13])[CH3:12])=[N:4][C:5]([OH:8])=[N:6][CH:7]=1.C(=O)([O-])[O-].[Cs+].[Cs+].[C:20]([O:26][CH2:27]Cl)(=[O:25])[C:21]([CH3:24])([CH3:23])[CH3:22].C(OCC)C. The catalyst is CN(C=O)C. The product is [CH3:12][N:11]([CH:10]=[N:9][C:3]1[C:2]([F:1])=[CH:7][N:6]=[C:5]([O:8][CH2:27][O:26][C:20](=[O:25])[C:21]([CH3:24])([CH3:23])[CH3:22])[N:4]=1)[CH3:13]. The yield is 0.0900.